From a dataset of Catalyst prediction with 721,799 reactions and 888 catalyst types from USPTO. Predict which catalyst facilitates the given reaction. (1) Reactant: Cl.Cl.[C:3]([C:7]1[CH:12]=[C:11]([CH3:13])[CH:10]=[CH:9][C:8]=1[N:14]1[CH2:19][CH2:18][NH:17][CH2:16][CH2:15]1)([CH3:6])([CH3:5])[CH3:4].[O:20]=[C:21]1[NH:25][CH:24]([CH2:26][C:27](O)=[O:28])[C:23](=[O:30])[NH:22]1.C(N(CC)CC)C.CCN=C=NCCCN(C)C.C1C=CC2N(O)N=NC=2C=1.C([O-])(O)=O.[Na+]. Product: [C:3]([C:7]1[CH:12]=[C:11]([CH3:13])[CH:10]=[CH:9][C:8]=1[N:14]1[CH2:15][CH2:16][N:17]([C:27](=[O:28])[CH2:26][CH:24]2[NH:25][C:21](=[O:20])[NH:22][C:23]2=[O:30])[CH2:18][CH2:19]1)([CH3:6])([CH3:4])[CH3:5]. The catalyst class is: 9. (2) Reactant: [CH2:1]([O:8][C:9]1[CH:28]=[CH:27][C:26]([Br:29])=[CH:25][C:10]=1[CH2:11][NH:12][CH2:13][C:14]1[CH:24]=[CH:23][C:17]([C:18]([O:20]CC)=[O:19])=[CH:16][CH:15]=1)[C:2]1[CH:7]=[CH:6][CH:5]=[CH:4][CH:3]=1.[OH-].[Na+]. Product: [CH2:1]([O:8][C:9]1[CH:28]=[CH:27][C:26]([Br:29])=[CH:25][C:10]=1[CH2:11][NH:12][CH2:13][C:14]1[CH:24]=[CH:23][C:17]([C:18]([OH:20])=[O:19])=[CH:16][CH:15]=1)[C:2]1[CH:3]=[CH:4][CH:5]=[CH:6][CH:7]=1. The catalyst class is: 5. (3) Reactant: [CH:1]1([C:4]2[CH:9]=[C:8]([F:10])[C:7]([N+:11]([O-:13])=[O:12])=[CH:6][C:5]=2[NH2:14])[CH2:3][CH2:2]1.C([O-])(O)=O.[Na+].[CH3:20][CH:21]([CH3:25])[C:22](Cl)=[O:23]. Product: [CH:1]1([C:4]2[CH:9]=[C:8]([F:10])[C:7]([N+:11]([O-:13])=[O:12])=[CH:6][C:5]=2[NH:14][C:22](=[O:23])[CH:21]([CH3:25])[CH3:20])[CH2:3][CH2:2]1. The catalyst class is: 46. (4) Reactant: O.[NH2:2][NH2:3].[Cl:4][C:5]1[CH:10]=[CH:9][C:8]([CH:11]([C:18]([C:20]2[CH:25]=[CH:24][C:23]([S:26][CH3:27])=[CH:22][CH:21]=2)=O)[CH2:12][C:13](OCC)=[O:14])=[CH:7][CH:6]=1.[OH-].[Na+]. Product: [Cl:4][C:5]1[CH:10]=[CH:9][C:8]([CH:11]2[C:18]([C:20]3[CH:25]=[CH:24][C:23]([S:26][CH3:27])=[CH:22][CH:21]=3)=[N:3][NH:2][C:13](=[O:14])[CH2:12]2)=[CH:7][CH:6]=1. The catalyst class is: 8. (5) Reactant: [CH3:1][C:2]1([CH3:18])[O:6][C@@H:5]([C@H:7]2[O:11][C@@H:10]3[O:12][C:13]([CH3:16])([CH3:15])[O:14][C@@H:9]3[C@@H:8]2[OH:17])[CH2:4][O:3]1.[H-].[Na+].[CH2:21](Br)[C:22]1[CH:27]=[CH:26][CH:25]=[CH:24][CH:23]=1.CO. The catalyst class is: 9. Product: [CH3:1][C:2]1([CH3:18])[O:6][CH:5]([CH:7]2[O:11][CH:10]3[O:12][C:13]([CH3:16])([CH3:15])[O:14][CH:9]3[CH:8]2[O:17][CH2:21][C:22]2[CH:27]=[CH:26][CH:25]=[CH:24][CH:23]=2)[CH2:4][O:3]1.